Dataset: Reaction yield outcomes from USPTO patents with 853,638 reactions. Task: Predict the reaction yield, written as a fraction of the theoretical maximum amount of product (1.0 means a 100% yield; for example, 0.34 means a 34% yield). (1) The reactants are [CH2:1]([O:4][C@@H:5]1[C@@H:9]([CH2:10][O:11][Si](C(C)(C)C)(C)C)[O:8][C@@H:7]([N:19]2[CH:26]=[C:25]([I:27])[C:23](=[O:24])[NH:22][C:20]2=[O:21])[CH2:6]1)[CH:2]=[CH2:3].CCCC[N+](CCCC)(CCCC)CCCC.[F-]. The catalyst is C1COCC1. The product is [CH2:1]([O:4][C@@H:5]1[C@@H:9]([CH2:10][OH:11])[O:8][C@@H:7]([N:19]2[CH:26]=[C:25]([I:27])[C:23](=[O:24])[NH:22][C:20]2=[O:21])[CH2:6]1)[CH:2]=[CH2:3]. The yield is 0.750. (2) The reactants are [C:1]1([C:10]2[CH:15]=[CH:14][CH:13]=[CH:12][CH:11]=2)[C:2](B(O)O)=[CH:3][CH:4]=[CH:5][CH:6]=1.Br[C:17]1[CH:22]=[N:21][C:20]([O:23][CH3:24])=[CH:19][N:18]=1.C1(P(C2CCCCC2)C2C=CC=CC=2C2C(OC)=CC=CC=2OC)CCCCC1.[O-]P([O-])([O-])=O.[K+].[K+].[K+]. The catalyst is C1(C)C=CC=CC=1.C(O)C.C1C=CC(/C=C/C(/C=C/C2C=CC=CC=2)=O)=CC=1.C1C=CC(/C=C/C(/C=C/C2C=CC=CC=2)=O)=CC=1.C1C=CC(/C=C/C(/C=C/C2C=CC=CC=2)=O)=CC=1.[Pd].[Pd]. The product is [C:1]1([C:10]2[CH:15]=[CH:14][CH:13]=[CH:12][CH:11]=2)[CH:6]=[CH:5][CH:4]=[CH:3][C:2]=1[C:17]1[CH:22]=[N:21][C:20]([O:23][CH3:24])=[CH:19][N:18]=1. The yield is 0.640. (3) The reactants are C1C=CC(P(C2C=CC=CC=2)C2C=CC=CC=2)=CC=1.CCN(CC)CC.C(Cl)(Cl)(Cl)Cl.[NH:32]=[C:33]([NH:35][NH:36][C:37]([C:39]1[C:44]([NH:45][C:46]2[CH:51]=[CH:50][C:49]([Br:52])=[CH:48][C:47]=2[F:53])=[C:43]([F:54])[C:42](=[O:55])[N:41]([CH3:56])[CH:40]=1)=O)[CH3:34]. The catalyst is C(Cl)Cl.C(OCC)(=O)C. The product is [Br:52][C:49]1[CH:50]=[CH:51][C:46]([NH:45][C:44]2[C:39]([C:37]3[NH:32][C:33]([CH3:34])=[N:35][N:36]=3)=[CH:40][N:41]([CH3:56])[C:42](=[O:55])[C:43]=2[F:54])=[C:47]([F:53])[CH:48]=1. The yield is 0.500. (4) The reactants are CS(O)(=O)=O.[C:6](OC(=O)C)(=[O:8])[CH3:7].[C:13]([O:16][C:17]1[C:18]([CH3:40])=[C:19]([CH:36]=[C:37]([CH3:39])[CH:38]=1)[C:20]([NH:22][C@@H:23]([CH2:29][C:30]1[CH:35]=[CH:34][CH:33]=[CH:32][CH:31]=1)[C@H:24]([OH:28])[C:25]([OH:27])=[O:26])=[O:21])(=[O:15])[CH3:14].CCCCCCC. The catalyst is C(OCC)(=O)C. The product is [C:6]([O:28][C@@H:24]([C@@H:23]([NH:22][C:20](=[O:21])[C:19]1[CH:36]=[C:37]([CH3:39])[CH:38]=[C:17]([O:16][C:13](=[O:15])[CH3:14])[C:18]=1[CH3:40])[CH2:29][C:30]1[CH:35]=[CH:34][CH:33]=[CH:32][CH:31]=1)[C:25]([OH:27])=[O:26])(=[O:8])[CH3:7]. The yield is 0.963. (5) The reactants are [Cl-].O[NH3+:3].[C:4](=[O:7])([O-])[OH:5].[Na+].CS(C)=O.[OH:13][C:14]([CH3:50])([CH3:49])[CH2:15][O:16][C@@H:17]1[CH2:20][C@H:19]([N:21]2[C:26](=[O:27])[C:25]([CH2:28][C:29]3[CH:34]=[CH:33][C:32]([C:35]4[C:36]([C:41]#[N:42])=[CH:37][CH:38]=[CH:39][CH:40]=4)=[CH:31][CH:30]=3)=[C:24]([CH2:43][CH2:44][CH3:45])[N:23]3[N:46]=[CH:47][N:48]=[C:22]23)[CH2:18]1. The catalyst is C(OCC)(=O)C. The product is [OH:13][C:14]([CH3:49])([CH3:50])[CH2:15][O:16][C@@H:17]1[CH2:18][C@H:19]([N:21]2[C:26](=[O:27])[C:25]([CH2:28][C:29]3[CH:34]=[CH:33][C:32]([C:35]4[CH:40]=[CH:39][CH:38]=[CH:37][C:36]=4[C:41]4[NH:3][C:4](=[O:7])[O:5][N:42]=4)=[CH:31][CH:30]=3)=[C:24]([CH2:43][CH2:44][CH3:45])[N:23]3[N:46]=[CH:47][N:48]=[C:22]23)[CH2:20]1. The yield is 0.400. (6) The reactants are [CH2:1]([CH:5]([C:11]([O:13][CH2:14][CH3:15])=[O:12])[C:6]([O:8][CH2:9][CH3:10])=[O:7])[CH:2]([CH3:4])[CH3:3].[H-].[Na+].Cl[C:19]1[CH:20]=[CH:21][C:22]([N+:29]([O-:31])=[O:30])=[C:23]([C:25]([F:28])([F:27])[F:26])[CH:24]=1. The catalyst is CN(C=O)C. The product is [CH2:1]([C:5]([C:19]1[CH:20]=[CH:21][C:22]([N+:29]([O-:31])=[O:30])=[C:23]([C:25]([F:26])([F:28])[F:27])[CH:24]=1)([C:11]([O:13][CH2:14][CH3:15])=[O:12])[C:6]([O:8][CH2:9][CH3:10])=[O:7])[CH:2]([CH3:4])[CH3:3]. The yield is 0.870. (7) The reactants are [NH2:1][C:2]1[CH:3]=[CH:4][C:5]([F:24])=[C:6]([C@:8]23[CH2:15][C@H:14]2[CH2:13][CH2:12][S:11][C:10]([NH:16][C:17](=[O:23])[O:18][C:19]([CH3:22])([CH3:21])[CH3:20])=[N:9]3)[CH:7]=1.[C:25]([C:27]1[CH:28]=[CH:29][C:30]([C:33](O)=[O:34])=[N:31][CH:32]=1)#[N:26]. No catalyst specified. The product is [C:25]([C:27]1[CH:28]=[CH:29][C:30]([C:33]([NH:1][C:2]2[CH:3]=[CH:4][C:5]([F:24])=[C:6]([C@:8]34[CH2:15][C@H:14]3[CH2:13][CH2:12][S:11][C:10]([NH:16][C:17](=[O:23])[O:18][C:19]([CH3:21])([CH3:20])[CH3:22])=[N:9]4)[CH:7]=2)=[O:34])=[N:31][CH:32]=1)#[N:26]. The yield is 0.465.